From a dataset of Reaction yield outcomes from USPTO patents with 853,638 reactions. Predict the reaction yield, written as a fraction of the theoretical maximum amount of product (1.0 means a 100% yield; for example, 0.34 means a 34% yield). (1) The reactants are [CH3:1][C:2]1[C:6]([CH2:7][N:8]2[CH:12]=[C:11]([C:13](OCC)=[O:14])[CH:10]=[N:9]2)=[C:5]([CH3:18])[O:4][N:3]=1.[NH2:19][NH2:20]. The catalyst is CCO. The product is [CH3:1][C:2]1[C:6]([CH2:7][N:8]2[CH:12]=[C:11]([C:13]([NH:19][NH2:20])=[O:14])[CH:10]=[N:9]2)=[C:5]([CH3:18])[O:4][N:3]=1. The yield is 0.970. (2) The reactants are [N:1]1[CH:5]=[C:4]([CH2:6][NH:7][C:8]2[CH:13]=[CH:12][CH:11]=[C:10]([O:14][CH3:15])[CH:9]=2)[NH:3][CH:2]=1.[N:16]1[CH:21]=[CH:20][C:19]([CH:22]=O)=[CH:18][CH:17]=1.C(O[BH-](OC(=O)C)OC(=O)C)(=O)C.[Na+]. The catalyst is ClCCCl. The product is [N:1]1[CH:5]=[C:4]([CH2:6][N:7]([C:8]2[CH:13]=[CH:12][CH:11]=[C:10]([O:14][CH3:15])[CH:9]=2)[CH2:22][C:19]2[CH:20]=[CH:21][N:16]=[CH:17][CH:18]=2)[NH:3][CH:2]=1. The yield is 0.100.